From a dataset of Full USPTO retrosynthesis dataset with 1.9M reactions from patents (1976-2016). Predict the reactants needed to synthesize the given product. (1) Given the product [Cl:1][C:2]1[CH:3]=[C:4]([CH:13]=[CH:14][C:15]=1[Cl:16])[CH2:5][N:6]([CH3:12])[CH2:7][CH2:8][C:9](=[N:18][OH:19])[CH3:10], predict the reactants needed to synthesize it. The reactants are: [Cl:1][C:2]1[CH:3]=[C:4]([CH:13]=[CH:14][C:15]=1[Cl:16])[CH2:5][N:6]([CH3:12])[CH2:7][CH2:8][C:9](=O)[CH3:10].Cl.[NH2:18][OH:19]. (2) Given the product [Cl:16][C:14]1[CH:15]=[C:10]([NH:8][C:6]2[CH:5]=[CH:4][N:3]=[C:2]([CH3:1])[N:7]=2)[C:11](=[O:18])[N:12]([CH3:17])[N:13]=1, predict the reactants needed to synthesize it. The reactants are: [CH3:1][C:2]1[N:7]=[C:6]([NH2:8])[CH:5]=[CH:4][N:3]=1.Br[C:10]1[C:11](=[O:18])[N:12]([CH3:17])[N:13]=[C:14]([Cl:16])[CH:15]=1.CC1(C)C2C(=C(P(C3C=CC=CC=3)C3C=CC=CC=3)C=CC=2)OC2C(P(C3C=CC=CC=3)C3C=CC=CC=3)=CC=CC1=2.C([O-])([O-])=O.[Cs+].[Cs+]. (3) Given the product [CH2:1]([O:3][C:4]([C:6]1[CH:11]=[CH:10][C:9]([C:12]2[CH:17]=[C:16]([NH:18][C:27]([NH:26][CH:20]3[CH2:25][CH2:24][CH2:23][CH2:22][CH2:21]3)=[O:28])[CH:15]=[CH:14][C:13]=2[Cl:19])=[CH:8][CH:7]=1)=[O:5])[CH3:2], predict the reactants needed to synthesize it. The reactants are: [CH2:1]([O:3][C:4]([C:6]1[CH:11]=[CH:10][C:9]([C:12]2[CH:17]=[C:16]([NH2:18])[CH:15]=[CH:14][C:13]=2[Cl:19])=[CH:8][CH:7]=1)=[O:5])[CH3:2].[CH:20]1([N:26]=[C:27]=[O:28])[CH2:25][CH2:24][CH2:23][CH2:22][CH2:21]1.C(N(CC)CC)C. (4) Given the product [OH:1][C@@H:2]1[CH2:22][C:21]2[C@:16]([CH3:24])([CH:17]=[CH:18][C:19](=[O:23])[CH:20]=2)[C@@H:15]2[C@@H:3]1[C@H:4]1[C@:12]([CH3:25])([CH2:13][CH2:14]2)[C@@H:7]([C@H:8]([CH3:9])[CH2:10][OH:11])[CH2:6][CH2:5]1, predict the reactants needed to synthesize it. The reactants are: [OH:1][C@@H:2]1[CH2:22][C:21]2[C@:16]([CH3:24])([CH:17]=[CH:18][C:19](=[O:23])[CH:20]=2)[C@@H:15]2[C@@H:3]1[C@H:4]1[C@:12]([CH3:25])([CH2:13][CH2:14]2)[C@@H:7]([C@@H:8]([CH:10]=[O:11])[CH3:9])[CH2:6][CH2:5]1.[BH4-].[Na+].Cl. (5) Given the product [F:21][C:22]1[CH:27]=[CH:26][C:25]([N:28]2[C:13]([C:10]3[C:9]([CH3:19])=[N:8][N:7]([C:1]4[CH:6]=[CH:5][CH:4]=[CH:3][CH:2]=4)[C:11]=3[OH:12])=[CH:14][C:15]([CH3:16])=[N:29]2)=[CH:24][CH:23]=1, predict the reactants needed to synthesize it. The reactants are: [C:1]1([N:7]2[C:11](=[O:12])[CH:10]([C:13](=O)[CH2:14][C:15](=O)[CH3:16])[C:9]([CH3:19])=[N:8]2)[CH:6]=[CH:5][CH:4]=[CH:3][CH:2]=1.Cl.[F:21][C:22]1[CH:27]=[CH:26][C:25]([NH:28][NH2:29])=[CH:24][CH:23]=1. (6) Given the product [Cl:1][C:2]1[CH:7]=[CH:6][C:5]([S:8]([C:9]2[CH:14]=[CH:13][CH:12]=[CH:11][C:10]=2[NH:15][CH:16]2[CH2:17][CH2:18][N:19]([C:22](=[O:24])[CH3:23])[CH2:20][CH2:21]2)=[O:33])=[CH:4][CH:3]=1, predict the reactants needed to synthesize it. The reactants are: [Cl:1][C:2]1[CH:7]=[CH:6][C:5]([S:8][C:9]2[CH:14]=[CH:13][CH:12]=[CH:11][C:10]=2[NH:15][CH:16]2[CH2:21][CH2:20][N:19]([C:22](=[O:24])[CH3:23])[CH2:18][CH2:17]2)=[CH:4][CH:3]=1.ClC1C=CC=C(C(OO)=[O:33])C=1.